Dataset: Catalyst prediction with 721,799 reactions and 888 catalyst types from USPTO. Task: Predict which catalyst facilitates the given reaction. (1) Reactant: I[CH2:2][CH3:3].C(=O)([O-])[O-].[K+].[K+].[CH:10]1([CH2:13][O:14][C:15]2[CH:20]=[CH:19][C:18]([C:21]3[C:29]4[C:24](=[CH:25][CH:26]=[C:27]([OH:30])[CH:28]=4)[N:23]([CH2:31][C:32]4[CH:37]=[CH:36][CH:35]=[C:34]([O:38][CH3:39])[CH:33]=4)[C:22]=3[C:40]([O:42][CH2:43][CH3:44])=[O:41])=[CH:17][CH:16]=2)[CH2:12][CH2:11]1. Product: [CH:10]1([CH2:13][O:14][C:15]2[CH:16]=[CH:17][C:18]([C:21]3[C:29]4[C:24](=[CH:25][CH:26]=[C:27]([O:30][CH2:2][CH3:3])[CH:28]=4)[N:23]([CH2:31][C:32]4[CH:37]=[CH:36][CH:35]=[C:34]([O:38][CH3:39])[CH:33]=4)[C:22]=3[C:40]([O:42][CH2:43][CH3:44])=[O:41])=[CH:19][CH:20]=2)[CH2:12][CH2:11]1. The catalyst class is: 39. (2) Reactant: [C:1]([C:4]1[CH:5]=[CH:6][C:7]([C:15]2[CH:24]=[CH:23][CH:22]=[C:21]3[C:16]=2[CH2:17][CH2:18][N:19]([C:25]([O:27][C:28]([CH3:31])([CH3:30])[CH3:29])=[O:26])[CH2:20]3)=[C:8]2[C:12]=1[NH:11][C:10]([CH3:13])=[C:9]2[CH3:14])(=[O:3])[NH2:2].C([BH3-])#N.[Na+].C(O)(=O)C. Product: [C:1]([C:4]1[CH:5]=[CH:6][C:7]([C:15]2[CH:24]=[CH:23][CH:22]=[C:21]3[C:16]=2[CH2:17][CH2:18][N:19]([C:25]([O:27][C:28]([CH3:30])([CH3:29])[CH3:31])=[O:26])[CH2:20]3)=[C:8]2[C:12]=1[NH:11][C@H:10]([CH3:13])[C@@H:9]2[CH3:14])(=[O:3])[NH2:2].[C:1]([C:4]1[CH:5]=[CH:6][C:7]([C:15]2[CH:24]=[CH:23][CH:22]=[C:21]3[C:16]=2[CH2:17][CH2:18][N:19]([C:25]([O:27][C:28]([CH3:30])([CH3:29])[CH3:31])=[O:26])[CH2:20]3)=[C:8]2[C:12]=1[NH:11][C@H:10]([CH3:13])[C@H:9]2[CH3:14])(=[O:3])[NH2:2]. The catalyst class is: 4. (3) Reactant: [CH3:1][C:2]1([CH3:10])[C:6](=[O:7])[CH2:5][C:4]([CH3:9])([CH3:8])[O:3]1.C[O-].[Na+].[Cl:14][C:15]1[CH:20]=[CH:19][C:18]([C:21]2[CH:26]=[CH:25][C:24]([C:27]([F:30])([F:29])[F:28])=[C:23]([CH:31]=O)[CH:22]=2)=[CH:17][CH:16]=1. Product: [Cl:14][C:15]1[CH:16]=[CH:17][C:18]([C:21]2[CH:26]=[CH:25][C:24]([C:27]([F:28])([F:29])[F:30])=[C:23]([CH:31]=[C:5]3[C:4]([CH3:9])([CH3:8])[O:3][C:2]([CH3:10])([CH3:1])[C:6]3=[O:7])[CH:22]=2)=[CH:19][CH:20]=1. The catalyst class is: 57. (4) Reactant: [C:1]([CH2:3][C:4]1[C:5]2[C:9]([CH:10]=[CH:11][CH:12]=1)=[N:8][N:7]1[C:13]([CH:18]3[CH2:23][CH2:22][N:21](C(OC(C)(C)C)=O)[CH2:20][CH2:19]3)=[CH:14][C:15](=[O:17])[NH:16][C:6]=21)#[N:2].[ClH:31]. Product: [ClH:31].[O:17]=[C:15]1[CH:14]=[C:13]([CH:18]2[CH2:23][CH2:22][NH:21][CH2:20][CH2:19]2)[N:7]2[N:8]=[C:9]3[C:5]([C:4]([CH2:3][C:1]#[N:2])=[CH:12][CH:11]=[CH:10]3)=[C:6]2[NH:16]1. The catalyst class is: 71. (5) Reactant: Cl[CH2:2][C:3]1[N:7]=[C:6]([C:8]2[CH:13]=[C:12]([CH3:14])[CH:11]=[CH:10][C:9]=2[Cl:15])[O:5][N:4]=1.C(=O)([O-])[O-].[K+].[K+].[CH2:22]([O:24][C:25]([N:27]1[CH2:32][CH2:31][NH:30][CH2:29][CH2:28]1)=[O:26])[CH3:23]. Product: [CH2:22]([O:24][C:25]([N:27]1[CH2:28][CH2:29][N:30]([CH2:2][C:3]2[N:7]=[C:6]([C:8]3[CH:13]=[C:12]([CH3:14])[CH:11]=[CH:10][C:9]=3[Cl:15])[O:5][N:4]=2)[CH2:31][CH2:32]1)=[O:26])[CH3:23]. The catalyst class is: 10.